From a dataset of Full USPTO retrosynthesis dataset with 1.9M reactions from patents (1976-2016). Predict the reactants needed to synthesize the given product. (1) Given the product [F:1][C:2]1[C:22]([F:23])=[CH:21][C:5]2[N:6]([CH2:9][C:10]3[CH:20]=[CH:19][C:13]4[N:14]=[C:15]([S:17]([CH3:18])=[O:32])[S:16][C:12]=4[CH:11]=3)[CH:7]=[N:8][C:4]=2[CH:3]=1, predict the reactants needed to synthesize it. The reactants are: [F:1][C:2]1[C:22]([F:23])=[CH:21][C:5]2[N:6]([CH2:9][C:10]3[CH:20]=[CH:19][C:13]4[N:14]=[C:15]([S:17][CH3:18])[S:16][C:12]=4[CH:11]=3)[CH:7]=[N:8][C:4]=2[CH:3]=1.ClC1C=CC=C(C(OO)=[O:32])C=1. (2) Given the product [CH:33]([C:30]1[CH:31]=[CH:32][C:27]([N:26]2[C:25](=[O:37])[C:24]3[C:19](=[CH:20][CH:21]=[CH:22][CH:23]=3)[N:18]=[C:17]2[C:14]2[CH:15]=[N:16][C:11]([C:1]3[CH:6]=[CH:5][CH:4]=[CH:3][CH:2]=3)=[CH:12][CH:13]=2)=[CH:28][CH:29]=1)([CH2:35][CH3:36])[CH3:34], predict the reactants needed to synthesize it. The reactants are: [C:1]1(B(O)O)[CH:6]=[CH:5][CH:4]=[CH:3][CH:2]=1.Br[C:11]1[N:16]=[CH:15][C:14]([C:17]2[N:26]([C:27]3[CH:32]=[CH:31][C:30]([CH:33]([CH2:35][CH3:36])[CH3:34])=[CH:29][CH:28]=3)[C:25](=[O:37])[C:24]3[C:19](=[CH:20][CH:21]=[CH:22][CH:23]=3)[N:18]=2)=[CH:13][CH:12]=1. (3) Given the product [CH3:1][O:2][C:3]1[CH:4]=[C:5]2[C:10](=[CH:11][C:12]=1[O:13][CH3:14])[N:9]=[CH:8][CH:7]=[C:6]2[O:15][C:16]1[C:22]([CH3:23])=[CH:21][C:19]([NH:20][C:43](=[O:49])[O:44][CH2:45][C:38]2[CH:37]=[C:59]([O:61][CH3:62])[CH:58]=[CH:55][C:56]=2[O:57][CH3:25])=[C:18]([CH3:24])[CH:17]=1, predict the reactants needed to synthesize it. The reactants are: [CH3:1][O:2][C:3]1[CH:4]=[C:5]2[C:10](=[CH:11][C:12]=1[O:13][CH3:14])[N:9]=[CH:8][CH:7]=[C:6]2[O:15][C:16]1[C:22]([CH3:23])=[CH:21][C:19]([NH2:20])=[C:18]([CH3:24])[CH:17]=1.[C:25]1(C)C=CC=CC=1.C(N([CH2:37][CH3:38])CC)C.ClC(Cl)(O[C:43](=[O:49])[O:44][C:45](Cl)(Cl)Cl)Cl.COC1C=[C:55]([CH:58]=[C:59]([O:61][CH3:62])C=1)[CH2:56][OH:57]. (4) Given the product [CH:6]1([C:13]([C:15]2[CH:20]=[CH:19][CH:18]=[CH:17][C:16]=2[OH:1])([OH:14])[CH3:12])[CH2:8][CH2:7]1, predict the reactants needed to synthesize it. The reactants are: [O:1]1CCCC1.[CH:6]1([Mg]Br)[CH2:8][CH2:7]1.O[CH2:12][C:13]([C:15]1[CH:20]=[CH:19][CH:18]=[CH:17][CH:16]=1)=[O:14]. (5) Given the product [OH:4][C:5]1[CH:10]=[CH:9][C:8]([C:11]2[S:12](=[O:23])(=[O:22])[C:13]3[C:18]([C:19](=[O:21])[CH:20]=2)=[CH:17][CH:16]=[CH:15][CH:14]=3)=[CH:7][CH:6]=1, predict the reactants needed to synthesize it. The reactants are: C([O:4][C:5]1[CH:10]=[CH:9][C:8]([C:11]2[S:12](=[O:23])(=[O:22])[C:13]3[C:18]([C:19](=[O:21])[CH:20]=2)=[CH:17][CH:16]=[CH:15][CH:14]=3)=[CH:7][CH:6]=1)(=O)C.C1COCC1.C([O-])([O-])=O.[K+].[K+].Cl.